Dataset: Reaction yield outcomes from USPTO patents with 853,638 reactions. Task: Predict the reaction yield, written as a fraction of the theoretical maximum amount of product (1.0 means a 100% yield; for example, 0.34 means a 34% yield). (1) The catalyst is CN(C=O)C. The yield is 0.154. The product is [CH:31]([N:17]1[CH2:18][CH2:19][CH:14]([N:11]2[CH2:12][CH2:13][N:9]([CH2:8][CH2:7][N:3]3[CH2:4][CH2:5][CH2:6][C@@H:2]3[CH3:1])[C:10]2=[C:20]([C:21]#[N:22])[C:23]#[N:24])[CH2:15][CH2:16]1)([CH3:33])[CH3:32]. The reactants are [CH3:1][C@H:2]1[CH2:6][CH2:5][CH2:4][N:3]1[CH2:7][CH2:8][N:9]1[CH2:13][CH2:12][N:11]([CH:14]2[CH2:19][CH2:18][NH:17][CH2:16][CH2:15]2)[C:10]1=[C:20]([C:23]#[N:24])[C:21]#[N:22].C(=O)([O-])[O-].[K+].[K+].[CH:31](I)([CH3:33])[CH3:32].O. (2) The reactants are [C:1]([C:3]1[C:4]([CH3:18])=[C:5]([C:14]([O:16][CH3:17])=[O:15])[S:6][C:7]=1[N:8]1[CH2:13][CH2:12][O:11][CH2:10][CH2:9]1)#[N:2].C(Cl)Cl.[Br:22]Br. No catalyst specified. The product is [Br:22][CH2:18][C:4]1[C:3]([C:1]#[N:2])=[C:7]([N:8]2[CH2:13][CH2:12][O:11][CH2:10][CH2:9]2)[S:6][C:5]=1[C:14]([O:16][CH3:17])=[O:15]. The yield is 0.966.